This data is from NCI-60 drug combinations with 297,098 pairs across 59 cell lines. The task is: Regression. Given two drug SMILES strings and cell line genomic features, predict the synergy score measuring deviation from expected non-interaction effect. (1) Drug 1: CC12CCC(CC1=CCC3C2CCC4(C3CC=C4C5=CN=CC=C5)C)O. Drug 2: C1=C(C(=O)NC(=O)N1)N(CCCl)CCCl. Cell line: NCI-H522. Synergy scores: CSS=25.5, Synergy_ZIP=-7.68, Synergy_Bliss=0.714, Synergy_Loewe=-1.24, Synergy_HSA=1.57. (2) Drug 1: CC1OCC2C(O1)C(C(C(O2)OC3C4COC(=O)C4C(C5=CC6=C(C=C35)OCO6)C7=CC(=C(C(=C7)OC)O)OC)O)O. Drug 2: C1CC(C1)(C(=O)O)C(=O)O.[NH2-].[NH2-].[Pt+2]. Cell line: COLO 205. Synergy scores: CSS=56.8, Synergy_ZIP=-2.35, Synergy_Bliss=2.17, Synergy_Loewe=-16.5, Synergy_HSA=4.41. (3) Drug 1: C1CC(=O)NC(=O)C1N2CC3=C(C2=O)C=CC=C3N. Drug 2: CC1C(C(CC(O1)OC2CC(CC3=C2C(=C4C(=C3O)C(=O)C5=C(C4=O)C(=CC=C5)OC)O)(C(=O)CO)O)N)O.Cl. Cell line: A498. Synergy scores: CSS=59.1, Synergy_ZIP=4.23, Synergy_Bliss=5.87, Synergy_Loewe=-12.7, Synergy_HSA=6.41. (4) Drug 1: COC1=CC(=CC(=C1O)OC)C2C3C(COC3=O)C(C4=CC5=C(C=C24)OCO5)OC6C(C(C7C(O6)COC(O7)C8=CC=CS8)O)O. Drug 2: CS(=O)(=O)CCNCC1=CC=C(O1)C2=CC3=C(C=C2)N=CN=C3NC4=CC(=C(C=C4)OCC5=CC(=CC=C5)F)Cl. Cell line: MALME-3M. Synergy scores: CSS=30.0, Synergy_ZIP=-7.41, Synergy_Bliss=1.91, Synergy_Loewe=-13.9, Synergy_HSA=-0.175. (5) Drug 1: C#CCC(CC1=CN=C2C(=N1)C(=NC(=N2)N)N)C3=CC=C(C=C3)C(=O)NC(CCC(=O)O)C(=O)O. Drug 2: C1=NNC2=C1C(=O)NC=N2. Cell line: KM12. Synergy scores: CSS=11.9, Synergy_ZIP=2.21, Synergy_Bliss=10.3, Synergy_Loewe=-7.95, Synergy_HSA=4.26. (6) Drug 1: C1=CN(C(=O)N=C1N)C2C(C(C(O2)CO)O)O.Cl. Drug 2: C1=NC2=C(N1)C(=S)N=CN2. Cell line: SF-268. Synergy scores: CSS=36.7, Synergy_ZIP=-7.76, Synergy_Bliss=-3.02, Synergy_Loewe=-0.461, Synergy_HSA=1.02.